Dataset: Full USPTO retrosynthesis dataset with 1.9M reactions from patents (1976-2016). Task: Predict the reactants needed to synthesize the given product. (1) Given the product [C:8]([C:7]([CH3:11])([CH2:14][CH2:15][CH2:16][CH2:17][CH2:18][O:19][C:20](=[O:22])[CH3:21])[C:6]([O:5][CH2:3][CH3:4])=[O:12])(=[O:9])[CH3:10], predict the reactants needed to synthesize it. The reactants are: [H-].[Na+].[CH2:3]([O:5][C:6](=[O:12])[CH:7]([CH3:11])[C:8]([CH3:10])=[O:9])[CH3:4].Br[CH2:14][CH2:15][CH2:16][CH2:17][CH2:18][O:19][C:20](=[O:22])[CH3:21]. (2) Given the product [CH3:27][N:22]1[C:21]2[CH:28]=[CH:29][C:18]([N:14]3[CH2:13][C@H:12]([CH2:11][NH:10][C:1](=[O:4])[CH2:2][CH3:3])[O:16][C:15]3=[O:17])=[CH:19][C:20]=2[CH2:25][O:24][C:23]1=[O:26], predict the reactants needed to synthesize it. The reactants are: [C:1](O[C:1](=[O:4])[CH2:2][CH3:3])(=[O:4])[CH2:2][CH3:3].[NH2:10][CH2:11][C@@H:12]1[O:16][C:15](=[O:17])[N:14]([C:18]2[CH:29]=[CH:28][C:21]3[N:22]([CH3:27])[C:23](=[O:26])[O:24][CH2:25][C:20]=3[CH:19]=2)[CH2:13]1.N1C=CC=CC=1. (3) Given the product [Cl:1][C:2]1[CH:3]=[CH:4][C:5]2[N:6]([N:12]=[C:13]([N:26]3[CH2:27][CH2:28][CH2:29][CH2:30][CH2:31]3)[C:14]=2[CH2:15][C:16]2[N:21]=[C:20]([C:22]([O:24][CH3:25])=[O:23])[CH:19]=[CH:18][CH:17]=2)[CH:7]=1, predict the reactants needed to synthesize it. The reactants are: [Cl:1][C:2]1[CH:3]=[CH:4][C:5]2[N:6]([N:12]=[C:13]([N:26]3[CH2:31][CH2:30][CH2:29][CH2:28][CH2:27]3)[C:14]=2[CH2:15][C:16]2[N:21]=[C:20]([C:22]([O:24][CH3:25])=[O:23])[CH:19]=[CH:18][CH:17]=2)[C:7]=1[Si](C)(C)C.[F-].C([N+](CCCC)(CCCC)CCCC)CCC.[Cl-].[NH4+]. (4) Given the product [N:6]1[N:7]2[CH:12]=[CH:11][CH:10]=[CH:9][C:8]2=[C:4]([NH2:1])[CH:5]=1, predict the reactants needed to synthesize it. The reactants are: [N+:1]([C:4]1[CH:5]=[N:6][N:7]2[CH:12]=[CH:11][CH:10]=[CH:9][C:8]=12)([O-])=O.[Cl-].[Ca+2].[Cl-].O.